The task is: Predict which catalyst facilitates the given reaction.. This data is from Catalyst prediction with 721,799 reactions and 888 catalyst types from USPTO. (1) Reactant: Br[C:2]1[C:3]2[C:8]([C:9]3[CH:10]=[CH:11][CH:12]=[CH:13][C:14]=3[CH:15]=1)=[CH:7][CH:6]=[CH:5][CH:4]=2.[Li][CH2:17][CH2:18][CH2:19][CH3:20].[Br:21][C:22]1[CH:35]=[CH:34][C:33]2[C:32](=[O:36])[C:31]3[CH:30]=[C:29]4[C:37]5[C:42]([C:43]([CH3:45])([CH3:44])[C:28]4=[CH:27][C:26]=3[C:25](=[O:46])[C:24]=2[CH:23]=1)=[CH:41][CH:40]=[CH:39][CH:38]=5. Product: [Br:21][C:22]1[CH:35]=[CH:34][C:33]2[C:32]([C:2]3[C:3]4[C:8]([C:9]5[CH:10]=[CH:11][CH:12]=[CH:13][C:14]=5[CH:15]=3)=[CH:7][CH:6]=[CH:5][CH:4]=4)([OH:36])[C:31]3[CH:30]=[C:29]4[C:37]5[C:42]([C:43]([CH3:44])([CH3:45])[C:28]4=[CH:27][C:26]=3[C:25]([C:18]3[C:19]4[C:20]([C:2]6[CH:15]=[CH:14][CH:9]=[CH:8][C:3]=6[CH:17]=3)=[CH:7][CH:6]=[CH:5][CH:4]=4)([OH:46])[C:24]=2[CH:23]=1)=[CH:41][CH:40]=[CH:39][CH:38]=5. The catalyst class is: 1. (2) Reactant: [CH2:1]([C:4]1([C:10]2[CH:15]=[CH:14][CH:13]=[CH:12][CH:11]=2)[CH2:9][CH2:8][CH2:7][CH2:6][O:5]1)[CH:2]=[CH2:3].B.[OH-:17].[Na+].OO. Product: [C:10]1([C:4]2([CH2:1][CH2:2][CH2:3][OH:17])[CH2:9][CH2:8][CH2:7][CH2:6][O:5]2)[CH:15]=[CH:14][CH:13]=[CH:12][CH:11]=1. The catalyst class is: 20. (3) Reactant: [C:1](OC(=O)C)(=[O:3])[CH3:2].[CH3:8][C:9]([C@H:11]1[C@@H:15]2[C@@H:16]3[C@@:29]([CH3:32])([CH2:30][CH2:31][C@@:14]2([C:38]([OH:40])=[O:39])[CH2:13][CH2:12]1)[C@@:28]1([CH3:33])[C@@H:19]([C@:20]2([CH3:37])[C@@H:25]([CH2:26][CH2:27]1)[C:24]([CH3:35])([CH3:34])[C@@H:23]([OH:36])[CH2:22][CH2:21]2)[CH2:18][CH2:17]3)=[CH2:10].CCN(C(C)C)C(C)C.Cl. Product: [C:1]([O:36][C@H:23]1[CH2:22][CH2:21][C@@:20]2([CH3:37])[C@@H:25]([CH2:26][CH2:27][C@:28]3([CH3:33])[C@@H:19]2[CH2:18][CH2:17][C@H:16]2[C@@:29]3([CH3:32])[CH2:30][CH2:31][C@@:14]3([C:38]([OH:40])=[O:39])[CH2:13][CH2:12][C@@H:11]([C:9]([CH3:8])=[CH2:10])[C@@H:15]32)[C:24]1([CH3:34])[CH3:35])(=[O:3])[CH3:2]. The catalyst class is: 251. (4) Reactant: C1C2C(COC([N:18]3[CH2:22][CH2:21][CH2:20][C@H:19]3[C@H:23]([O:44][CH3:45])[C@@H:24]([CH3:43])[C:25]([NH:27][C@H:28]([C:36]([O:38][C:39]([CH3:42])([CH3:41])[CH3:40])=[O:37])[CH2:29][C:30]3[CH:35]=[CH:34][CH:33]=[CH:32][CH:31]=3)=[O:26])=O)C3C(=CC=CC=3)C=2C=CC=1.C(NCC)C. Product: [CH3:45][O:44][C@@H:23]([C@@H:19]1[CH2:20][CH2:21][CH2:22][NH:18]1)[C@@H:24]([CH3:43])[C:25]([NH:27][C@H:28]([C:36]([O:38][C:39]([CH3:42])([CH3:41])[CH3:40])=[O:37])[CH2:29][C:30]1[CH:31]=[CH:32][CH:33]=[CH:34][CH:35]=1)=[O:26]. The catalyst class is: 4. (5) Reactant: [Cl:1][C:2]1[N:10]=[C:9]2[C:5]([N:6]=[C:7]([CH:12]=O)[N:8]2[CH3:11])=[C:4]([N:14]2[CH2:19][CH2:18][O:17][CH2:16][CH2:15]2)[N:3]=1.[O:20]1[CH2:25][CH2:24][CH:23]([N:26]2[CH2:31][CH2:30][NH:29][CH2:28][CH2:27]2)[CH2:22][CH2:21]1.C(O[BH-](OC(=O)C)OC(=O)C)(=O)C.[Na+]. Product: [Cl:1][C:2]1[N:10]=[C:9]2[C:5]([N:6]=[C:7]([CH2:12][N:29]3[CH2:28][CH2:27][N:26]([CH:23]4[CH2:24][CH2:25][O:20][CH2:21][CH2:22]4)[CH2:31][CH2:30]3)[N:8]2[CH3:11])=[C:4]([N:14]2[CH2:19][CH2:18][O:17][CH2:16][CH2:15]2)[N:3]=1. The catalyst class is: 26. (6) Reactant: [OH:1][C:2]1[CH:7]=[C:6]([O:8][CH3:9])[CH:5]=[CH:4][C:3]=1[C:10]([C:12]1[CH:17]=[CH:16][C:15]([O:18][CH2:19][C:20]2[N:21]=[C:22]([C:26]3[CH:31]=[CH:30][CH:29]=[CH:28][CH:27]=3)[O:23][C:24]=2[CH3:25])=[CH:14][CH:13]=1)=[O:11].Br[C:33]1([C:37]([O:39]CC)=[O:38])[CH2:36][CH2:35][CH2:34]1.C(=O)([O-])[O-].[K+].[K+].S([O-])([O-])(=O)=O.[Mg+2]. Product: [CH3:9][O:8][C:6]1[CH:5]=[CH:4][C:3]([C:10](=[O:11])[C:12]2[CH:13]=[CH:14][C:15]([O:18][CH2:19][C:20]3[N:21]=[C:22]([C:26]4[CH:27]=[CH:28][CH:29]=[CH:30][CH:31]=4)[O:23][C:24]=3[CH3:25])=[CH:16][CH:17]=2)=[C:2]([CH:7]=1)[O:1][C:33]1([C:37]([OH:39])=[O:38])[CH2:36][CH2:35][CH2:34]1. The catalyst class is: 145.